The task is: Predict the product of the given reaction.. This data is from Forward reaction prediction with 1.9M reactions from USPTO patents (1976-2016). (1) Given the reactants [N:1]1([C@@H:6]([C:8]2[CH:13]=[CH:12][C:11]([C:14]3[CH:19]=[CH:18][C:17]([C:20]4[CH:25]=[CH:24][N:23]=[CH:22][CH:21]=4)=[CH:16][CH:15]=3)=[CH:10][CH:9]=2)[CH3:7])[CH2:5][CH2:4][CH2:3][CH2:2]1.[H][H], predict the reaction product. The product is: [N:1]1([C@@H:6]([C:8]2[CH:9]=[CH:10][C:11]([C:14]3[CH:19]=[CH:18][C:17]([CH:20]4[CH2:21][CH2:22][NH:23][CH2:24][CH2:25]4)=[CH:16][CH:15]=3)=[CH:12][CH:13]=2)[CH3:7])[CH2:5][CH2:4][CH2:3][CH2:2]1. (2) Given the reactants N#N.[C:3]([O:7][C:8]([NH:10][CH:11]([CH2:15][C:16]1[CH:21]=[CH:20][C:19]([O:22][CH3:23])=[CH:18][C:17]=1[F:24])[C:12](O)=O)=[O:9])([CH3:6])([CH3:5])[CH3:4].C(N1CCOCC1)C.CN(C(O[N:41]1N=[N:48][C:43]2[CH:44]=[CH:45][CH:46]=[CH:47][C:42]1=2)=[N+](C)C)C.[B-](F)(F)(F)F.C1(N)C(N)=CC=CC=1, predict the reaction product. The product is: [NH:41]1[C:42]2[CH:47]=[CH:46][CH:45]=[CH:44][C:43]=2[N:48]=[C:12]1[CH:11]([NH:10][C:8](=[O:9])[O:7][C:3]([CH3:6])([CH3:5])[CH3:4])[CH2:15][C:16]1[CH:21]=[CH:20][C:19]([O:22][CH3:23])=[CH:18][C:17]=1[F:24]. (3) Given the reactants FC(F)(F)C([NH:5][C:6]1([C:11]2[CH:16]=[CH:15][C:14]([C:17]3[C:26]([C:27]4[CH:32]=[CH:31][CH:30]=[CH:29][CH:28]=4)=[CH:25][C:24]4[C:23]5=[N:33][N:34]=[C:35]([C:36]6[N:41]=[CH:40][CH:39]=[CH:38][N:37]=6)[N:22]5[CH:21]=[CH:20][C:19]=4[N:18]=3)=[CH:13][CH:12]=2)[CH2:9][CH:8]([OH:10])[CH2:7]1)=O.[OH-].[Na+], predict the reaction product. The product is: [NH2:5][C:6]1([C:11]2[CH:12]=[CH:13][C:14]([C:17]3[C:26]([C:27]4[CH:32]=[CH:31][CH:30]=[CH:29][CH:28]=4)=[CH:25][C:24]4[C:23]5=[N:22][C:35]([C:36]6[N:37]=[CH:38][CH:39]=[CH:40][N:41]=6)=[N:34][N:33]5[CH:21]=[CH:20][C:19]=4[N:18]=3)=[CH:15][CH:16]=2)[CH2:9][CH:8]([OH:10])[CH2:7]1. (4) Given the reactants [C:1]([Si:5]([CH3:25])([CH3:24])[O:6][C:7]1[CH:8]=[C:9]2[C:17](=[CH:18][CH:19]=1)N[C:15]1[C:14]3[CH:20]=[CH:21][CH:22]=[CH:23][C:13]=3[S:12][CH2:11][C:10]2=1)([CH3:4])([CH3:3])[CH3:2].[H-].[Na+].C(Cl)(=[O:30])C.C[N:33]([CH:35]=O)[CH3:34], predict the reaction product. The product is: [C:1]([Si:5]([CH3:25])([CH3:24])[O:6][C:7]1[CH:8]=[C:9]2[C:17](=[CH:18][CH:19]=1)[CH:14]([C:20](=[O:30])[CH3:21])[C:15]1[C:34]3[N:33]=[CH:35][CH:22]=[CH:23][C:13]=3[S:12][CH2:11][C:10]2=1)([CH3:4])([CH3:3])[CH3:2]. (5) The product is: [O:1]=[C:2]1[N:6]([CH3:7])[C:5]([CH2:8][OH:9])([C:13]2[CH:18]=[CH:17][CH:16]=[C:15]([CH3:19])[CH:14]=2)[C:4](=[O:20])[N:3]1[C:21]1[CH:28]=[CH:27][C:24]([C:25]#[N:26])=[C:23]([C:29]([F:32])([F:30])[F:31])[CH:22]=1. Given the reactants [O:1]=[C:2]1[N:6]([CH3:7])[C:5]([C:13]2[CH:18]=[CH:17][CH:16]=[C:15]([CH3:19])[CH:14]=2)([CH2:8][O:9]CC=C)[C:4](=[O:20])[N:3]1[C:21]1[CH:28]=[CH:27][C:24]([C:25]#[N:26])=[C:23]([C:29]([F:32])([F:31])[F:30])[CH:22]=1, predict the reaction product. (6) Given the reactants [CH2:1]([O:8][C:9]([NH:11][C@H:12]([C:25](N(OC)C)=[O:26])[CH2:13][CH2:14][CH2:15][CH2:16][CH2:17][C:18]([O:20][C:21]([CH3:24])([CH3:23])[CH3:22])=[O:19])=[O:10])[C:2]1[CH:7]=[CH:6][CH:5]=[CH:4][CH:3]=1.[H-].[H-].[H-].[H-].[Li+].[Al+3], predict the reaction product. The product is: [CH2:1]([O:8][C:9]([NH:11][C@H:12]([CH:25]=[O:26])[CH2:13][CH2:14][CH2:15][CH2:16][CH2:17][C:18]([O:20][C:21]([CH3:22])([CH3:23])[CH3:24])=[O:19])=[O:10])[C:2]1[CH:3]=[CH:4][CH:5]=[CH:6][CH:7]=1. (7) Given the reactants [OH:1][CH2:2][CH2:3][N:4]1[C:9](=[O:10])[N:8]([CH2:11][CH2:12][OH:13])[C:7](=[O:14])[N:6]([CH2:15][CH2:16][OH:17])[C:5]1=[O:18].[SH:19][CH:20]([CH3:25])[CH2:21][C:22](O)=O.O.C1(C)[CH:32]=[CH:31][C:30]([S:33](O)(=O)=O)=[CH:29]C=1.C(=O)([O-])O.[Na+], predict the reaction product. The product is: [SH:19][CH:20]([CH3:25])[CH2:21][CH2:22][O:17][CH2:16][CH2:15][N:6]1[C:5](=[O:18])[N:4]([CH2:3][CH2:2][O:1][CH2:22][CH2:21][CH:20]([SH:19])[CH3:25])[C:9](=[O:10])[N:8]([CH2:11][CH2:12][O:13][CH2:32][CH2:31][CH:30]([SH:33])[CH3:29])[C:7]1=[O:14]. (8) Given the reactants [CH2:1]([N:8]1[CH2:12][CH2:11][C@H:10]([OH:13])[CH2:9]1)[C:2]1[CH:7]=[CH:6][CH:5]=[CH:4][CH:3]=1.[H-].[Na+].[Br:16][C:17]1[CH:18]=[N:19][CH:20]=[C:21](Br)[CH:22]=1, predict the reaction product. The product is: [CH2:1]([N:8]1[CH2:12][CH2:11][C@H:10]([O:13][C:21]2[CH:20]=[N:19][CH:18]=[C:17]([Br:16])[CH:22]=2)[CH2:9]1)[C:2]1[CH:3]=[CH:4][CH:5]=[CH:6][CH:7]=1. (9) Given the reactants [NH2:1][C:2]1[CH:7]=[CH:6][C:5]([Br:8])=[CH:4][C:3]=1[CH:9]([C:11]1[CH:16]=[CH:15][CH:14]=[CH:13][CH:12]=1)[OH:10].C(N(CC)CC)C.Cl[C:25](Cl)([O:27]C(=O)OC(Cl)(Cl)Cl)Cl.O, predict the reaction product. The product is: [Br:8][C:5]1[CH:6]=[CH:7][C:2]2[NH:1][C:25](=[O:27])[O:10][CH:9]([C:11]3[CH:12]=[CH:13][CH:14]=[CH:15][CH:16]=3)[C:3]=2[CH:4]=1. (10) The product is: [ClH:21].[NH2:19][CH2:18][C:13]1[CH:14]=[CH:15][CH:16]=[CH:17][C:12]=1[S:9]([N:8]([CH2:1][C:2]1[CH:3]=[CH:4][CH:5]=[CH:6][CH:7]=1)[CH3:20])(=[O:11])=[O:10]. Given the reactants [CH2:1]([N:8]([CH3:20])[S:9]([C:12]1[CH:17]=[CH:16][CH:15]=[CH:14][C:13]=1[C:18]#[N:19])(=[O:11])=[O:10])[C:2]1[CH:7]=[CH:6][CH:5]=[CH:4][CH:3]=1.[ClH:21], predict the reaction product.